Predict the reactants needed to synthesize the given product. From a dataset of Full USPTO retrosynthesis dataset with 1.9M reactions from patents (1976-2016). (1) The reactants are: [Cl-].[CH2:2]([O:9][C:10]1[CH:15]=[C:14]([O:16][CH2:17][C:18]2[CH:23]=[CH:22][CH:21]=[CH:20][CH:19]=2)[CH:13]=[CH:12][C:11]=1[CH:24]1[CH2:29][CH2:28][NH2+:27][CH2:26][CH2:25]1)[C:3]1[CH:8]=[CH:7][CH:6]=[CH:5][CH:4]=1.C(N(CC)C(C)C)(C)C.[N+](C1C=CC([O:48][C:49](=O)[NH:50][C:51]2[CH:56]=[CH:55][CH:54]=[CH:53][N:52]=2)=CC=1)([O-])=O.O. Given the product [N:52]1[CH:53]=[CH:54][CH:55]=[CH:56][C:51]=1[NH:50][C:49]([N:27]1[CH2:28][CH2:29][CH:24]([C:11]2[CH:12]=[CH:13][C:14]([O:16][CH2:17][C:18]3[CH:19]=[CH:20][CH:21]=[CH:22][CH:23]=3)=[CH:15][C:10]=2[O:9][CH2:2][C:3]2[CH:4]=[CH:5][CH:6]=[CH:7][CH:8]=2)[CH2:25][CH2:26]1)=[O:48], predict the reactants needed to synthesize it. (2) Given the product [CH:1]1([C:4]2[CH:5]=[C:6]([C:21]([NH:24][CH2:25][C:26]3[C:27](=[O:34])[NH:28][C:29]([CH3:33])=[CH:30][C:31]=3[CH3:32])=[O:22])[C:7]3[C:12]([CH3:13])=[N:11][N:10]([CH:14]4[CH2:15][CH2:16][N:17]([CH3:20])[CH2:18][CH2:19]4)[C:8]=3[N:9]=2)[CH2:2][CH2:3]1, predict the reactants needed to synthesize it. The reactants are: [CH:1]1([C:4]2[CH:5]=[C:6]([C:21](O)=[O:22])[C:7]3[C:12]([CH3:13])=[N:11][N:10]([CH:14]4[CH2:19][CH2:18][N:17]([CH3:20])[CH2:16][CH2:15]4)[C:8]=3[N:9]=2)[CH2:3][CH2:2]1.[NH2:24][CH2:25][C:26]1[C:27](=[O:34])[NH:28][C:29]([CH3:33])=[CH:30][C:31]=1[CH3:32].ON1C2N=CC=CC=2N=N1.C(Cl)CCl.CN1CCOCC1.